This data is from Catalyst prediction with 721,799 reactions and 888 catalyst types from USPTO. The task is: Predict which catalyst facilitates the given reaction. (1) Reactant: [Cl:1][C:2]1[NH:11][C:10]2[C:9](=[O:12])[N:7]([CH3:8])[C:6](=[O:13])[N:5]([CH3:14])[C:4]=2[N:3]=1.[I:15][C:16]1[CH:23]=[CH:22][CH:21]=[CH:20][C:17]=1[CH2:18]Cl.C(=O)([O-])[O-].[K+].[K+].[I-].[K+]. Product: [Cl:1][C:2]1[N:11]([CH2:18][C:17]2[CH:20]=[CH:21][CH:22]=[CH:23][C:16]=2[I:15])[C:10]2[C:9](=[O:12])[N:7]([CH3:8])[C:6](=[O:13])[N:5]([CH3:14])[C:4]=2[N:3]=1. The catalyst class is: 173. (2) Reactant: [Br:1][C:2]1[CH:3]=[C:4]([C:10]([O:12][CH3:13])=[O:11])[N:5]([CH2:7][C:8]#[N:9])[CH:6]=1.B.C1COCC1. Product: [NH2:9][CH2:8][CH2:7][N:5]1[CH:6]=[C:2]([Br:1])[CH:3]=[C:4]1[C:10]([O:12][CH3:13])=[O:11]. The catalyst class is: 7.